This data is from NCI-60 drug combinations with 297,098 pairs across 59 cell lines. The task is: Regression. Given two drug SMILES strings and cell line genomic features, predict the synergy score measuring deviation from expected non-interaction effect. (1) Drug 1: CC1CCC2CC(C(=CC=CC=CC(CC(C(=O)C(C(C(=CC(C(=O)CC(OC(=O)C3CCCCN3C(=O)C(=O)C1(O2)O)C(C)CC4CCC(C(C4)OC)OCCO)C)C)O)OC)C)C)C)OC. Cell line: TK-10. Synergy scores: CSS=26.4, Synergy_ZIP=-3.32, Synergy_Bliss=-0.250, Synergy_Loewe=-10.9, Synergy_HSA=0.219. Drug 2: B(C(CC(C)C)NC(=O)C(CC1=CC=CC=C1)NC(=O)C2=NC=CN=C2)(O)O. (2) Drug 1: C1=CN(C(=O)N=C1N)C2C(C(C(O2)CO)O)O.Cl. Drug 2: CN1C(=O)N2C=NC(=C2N=N1)C(=O)N. Cell line: MDA-MB-231. Synergy scores: CSS=16.2, Synergy_ZIP=4.81, Synergy_Bliss=8.37, Synergy_Loewe=-2.95, Synergy_HSA=3.51. (3) Drug 1: CC12CCC3C(C1CCC2=O)CC(=C)C4=CC(=O)C=CC34C. Cell line: SK-OV-3. Drug 2: CNC(=O)C1=NC=CC(=C1)OC2=CC=C(C=C2)NC(=O)NC3=CC(=C(C=C3)Cl)C(F)(F)F. Synergy scores: CSS=31.3, Synergy_ZIP=-6.49, Synergy_Bliss=-3.73, Synergy_Loewe=-1.11, Synergy_HSA=-1.26. (4) Synergy scores: CSS=39.3, Synergy_ZIP=-3.78, Synergy_Bliss=-2.39, Synergy_Loewe=-14.8, Synergy_HSA=-1.30. Drug 1: CC(CN1CC(=O)NC(=O)C1)N2CC(=O)NC(=O)C2. Drug 2: CCC1=C2CN3C(=CC4=C(C3=O)COC(=O)C4(CC)O)C2=NC5=C1C=C(C=C5)O. Cell line: SF-268. (5) Drug 1: C1CCN(CC1)CCOC2=CC=C(C=C2)C(=O)C3=C(SC4=C3C=CC(=C4)O)C5=CC=C(C=C5)O. Drug 2: COC1=CC(=CC(=C1O)OC)C2C3C(COC3=O)C(C4=CC5=C(C=C24)OCO5)OC6C(C(C7C(O6)COC(O7)C8=CC=CS8)O)O. Cell line: OVCAR-4. Synergy scores: CSS=-3.28, Synergy_ZIP=1.70, Synergy_Bliss=-1.92, Synergy_Loewe=-2.13, Synergy_HSA=-5.45.